From a dataset of Forward reaction prediction with 1.9M reactions from USPTO patents (1976-2016). Predict the product of the given reaction. (1) Given the reactants [CH3:1][C:2]1[N:10](C(OC(C)(C)C)=O)[C:9]2[CH:8]=[CH:7][N:6]=[C:5]([C:18]3[CH:23]=[CH:22][CH:21]=[CH:20][CH:19]=3)[C:4]=2[CH:3]=1.[F:24][C:25]([F:30])([F:29])[C:26]([OH:28])=[O:27], predict the reaction product. The product is: [F:24][C:25]([F:30])([F:29])[C:26]([OH:28])=[O:27].[CH3:1][C:2]1[NH:10][C:9]2[CH:8]=[CH:7][N:6]=[C:5]([C:18]3[CH:19]=[CH:20][CH:21]=[CH:22][CH:23]=3)[C:4]=2[CH:3]=1. (2) Given the reactants Cl[C:2]1[N:20]=[C:5]2[C:6]([C:10]3[CH:15]=[CH:14][CH:13]=[C:12]([O:16][CH3:17])[C:11]=3[O:18][CH3:19])=[CH:7][CH:8]=[CH:9][N:4]2[N:3]=1.[C:21]([O:25][C:26]([N:28]1[CH2:33][CH2:32][CH:31]([C:34]2[CH:39]=[CH:38][C:37]([NH2:40])=[CH:36][CH:35]=2)[CH2:30][CH2:29]1)=[O:27])([CH3:24])([CH3:23])[CH3:22], predict the reaction product. The product is: [C:21]([O:25][C:26]([N:28]1[CH2:33][CH2:32][CH:31]([C:34]2[CH:39]=[CH:38][C:37]([NH:40][C:2]3[N:20]=[C:5]4[C:6]([C:10]5[CH:15]=[CH:14][CH:13]=[C:12]([O:16][CH3:17])[C:11]=5[O:18][CH3:19])=[CH:7][CH:8]=[CH:9][N:4]4[N:3]=3)=[CH:36][CH:35]=2)[CH2:30][CH2:29]1)=[O:27])([CH3:24])([CH3:22])[CH3:23]. (3) Given the reactants [CH2:1]([O:3][C:4]1[CH:5]=[CH:6][C:7]([O:10][C:11]2[CH:16]=[CH:15][CH:14]=[C:13]([CH:17]=[C:18]3[CH2:23][CH2:22][NH:21][CH2:20][CH2:19]3)[CH:12]=2)=[N:8][CH:9]=1)[CH3:2].[N:24]1[CH:29]=[CH:28][CH:27]=[C:26]([NH:30][C:31](=O)[O:32]C2C=CC=CC=2)[CH:25]=1.C(N(CC)CC)C, predict the reaction product. The product is: [CH2:1]([O:3][C:4]1[CH:5]=[CH:6][C:7]([O:10][C:11]2[CH:12]=[C:13]([CH:14]=[CH:15][CH:16]=2)[CH:17]=[C:18]2[CH2:23][CH2:22][N:21]([C:31]([NH:30][C:26]3[CH:25]=[N:24][CH:29]=[CH:28][CH:27]=3)=[O:32])[CH2:20][CH2:19]2)=[N:8][CH:9]=1)[CH3:2]. (4) Given the reactants N1C=CC=C(OCC2C=CC(C(O)=O)=C(C3C=CC=CC=3C)C=2)C=1.N1C2C=CC=CC=2C(=O)NN=1.Cl.[CH3:37][O:38][C:39](=[O:46])[C@H:40]([CH2:42][CH2:43][S:44][CH3:45])[NH2:41].Cl.CN(C)CCCN=C=NCC.C(N(CC)CC)C, predict the reaction product. The product is: [CH3:37][O:38][C:39](=[O:46])[C@H:40]([CH2:42][CH2:43][S:44][CH3:45])[NH2:41].